This data is from CYP2C19 inhibition data for predicting drug metabolism from PubChem BioAssay. The task is: Regression/Classification. Given a drug SMILES string, predict its absorption, distribution, metabolism, or excretion properties. Task type varies by dataset: regression for continuous measurements (e.g., permeability, clearance, half-life) or binary classification for categorical outcomes (e.g., BBB penetration, CYP inhibition). Dataset: cyp2c19_veith. (1) The compound is Cc1ccc(C(=O)C(OC(=O)CCC(=O)Nc2cccc(C)c2)c2ccccc2)cc1. The result is 1 (inhibitor). (2) The molecule is CCOC(=O)c1c(NC(=O)c2c(N)n(CCCOC)c3nc4ccccc4nc23)sc2c1CCCC2. The result is 1 (inhibitor). (3) The compound is Cc1ccc(N=Nc2c(O)c(S(=O)(=O)O)cc3cc(S(=O)(=O)O)ccc23)c(C)c1. The result is 0 (non-inhibitor). (4) The drug is COc1ccc2[nH]cc(CCNc3cc(-c4ccccc4C)ncn3)c2c1. The result is 1 (inhibitor). (5) The drug is Cc1ccccc1N1C(=O)c2cc(S(=O)ON)c(Cl)cc2N[C@H]1C. The result is 0 (non-inhibitor). (6) The compound is COc1ccc(-n2c(C)n[nH]c2=O)cc1OC. The result is 0 (non-inhibitor). (7) The drug is COc1ccc(NC(C)=O)cc1NC(=O)CN1CCN(CC(=O)Nc2ccccc2Cl)CC1. The result is 1 (inhibitor). (8) The compound is CCC[C@@H]1C[C@@]1(CCC)C(NC(=O)c1ccc(-c2ccccc2)cc1)c1cccc(Cl)c1. The result is 0 (non-inhibitor). (9) The molecule is COc1cccc(NC(=O)CSc2nc3ccccc3cc2Cc2ccccc2)c1. The result is 1 (inhibitor).